Dataset: Full USPTO retrosynthesis dataset with 1.9M reactions from patents (1976-2016). Task: Predict the reactants needed to synthesize the given product. (1) Given the product [CH:18]1[CH:17]=[CH:16][C:12]([C:13]([C:7]2[CH:6]=[CH:5][C:3]([OH:4])=[CH:2][C:8]=2[OH:9])=[O:14])=[CH:11][CH:19]=1, predict the reactants needed to synthesize it. The reactants are: C[C:2]1[C:8]([OH:9])=[CH:7][CH:6]=[CH:5][C:3]=1[OH:4].C1(=O)O[C:13](=[O:14])[C:12]2=[CH:16][CH:17]=[CH:18][CH:19]=[C:11]12.[Cl-].[Al+3].[Cl-].[Cl-].Cl. (2) Given the product [F:18][C:2]([F:1])([F:17])[CH:3]([C:6]1[CH:7]=[C:8]([F:16])[CH:9]=[C:10]([C:12]([F:13])([F:14])[F:15])[CH:11]=1)[NH2:4], predict the reactants needed to synthesize it. The reactants are: [F:1][C:2]([F:18])([F:17])[C:3]([C:6]1[CH:11]=[C:10]([C:12]([F:15])([F:14])[F:13])[CH:9]=[C:8]([F:16])[CH:7]=1)=[N:4]O.[H-].[Al+3].[Li+].[H-].[H-].[H-].C(O)(=O)C(C(C(O)=O)O)O. (3) The reactants are: Cl[C:2]1[CH:7]=[CH:6][C:5]([Cl:8])=[CH:4][N:3]=1.C(N(C(C)C)CC)(C)C.[NH2:18][CH2:19][C:20]([NH2:23])([CH3:22])[CH3:21]. Given the product [NH2:23][C:20]([CH3:22])([CH3:21])[CH2:19][NH:18][C:2]1[CH:7]=[CH:6][C:5]([Cl:8])=[CH:4][N:3]=1, predict the reactants needed to synthesize it. (4) The reactants are: [Br:1][C:2]1[CH:7]=[CH:6][C:5]([OH:8])=[CH:4][N:3]=1.[CH2:9](Br)[C:10]1[CH:15]=[CH:14][CH:13]=[CH:12][CH:11]=1.C(=O)([O-])[O-].[K+].[K+]. Given the product [CH2:9]([O:8][C:5]1[CH:6]=[CH:7][C:2]([Br:1])=[N:3][CH:4]=1)[C:10]1[CH:15]=[CH:14][CH:13]=[CH:12][CH:11]=1, predict the reactants needed to synthesize it. (5) Given the product [F:12][C:6]1[CH:7]=[C:8]([F:11])[CH:9]=[CH:10][C:5]=1[C:3]1[C:2]([C:13]2[CH:14]=[CH:15][C:16](=[O:26])[N:17]([C:19]3[CH:24]=[CH:23][CH:22]=[CH:21][C:20]=3[CH3:25])[N:18]=2)=[C:35]2[NH:33][CH2:32][CH:31]([CH2:30][N:28]([CH3:29])[CH3:27])[CH2:34][N:36]2[N:37]=1, predict the reactants needed to synthesize it. The reactants are: Br[CH:2]([C:13]1[CH:14]=[CH:15][C:16](=[O:26])[N:17]([C:19]2[CH:24]=[CH:23][CH:22]=[CH:21][C:20]=2[CH3:25])[N:18]=1)[C:3]([C:5]1[CH:10]=[CH:9][C:8]([F:11])=[CH:7][C:6]=1[F:12])=O.[CH3:27][N:28]([CH2:30][CH:31]1[CH2:34][N:33]([C:35](=S)[NH:36][NH2:37])[CH2:32]1)[CH3:29].O.C(=O)([O-])O.[Na+]. (6) Given the product [CH:1]1([CH2:4]/[C:5](=[N:14]/[S:12]([C:9]([CH3:11])([CH3:10])[CH3:8])=[O:13])/[CH3:6])[CH2:3][CH2:2]1, predict the reactants needed to synthesize it. The reactants are: [CH:1]1([CH2:4][C:5](=O)[CH3:6])[CH2:3][CH2:2]1.[CH3:8][C:9]([S:12]([NH2:14])=[O:13])([CH3:11])[CH3:10].